From a dataset of Peptide-MHC class II binding affinity with 134,281 pairs from IEDB. Regression. Given a peptide amino acid sequence and an MHC pseudo amino acid sequence, predict their binding affinity value. This is MHC class II binding data. (1) The binding affinity (normalized) is 0. The peptide sequence is MWRSRADEINAIFEE. The MHC is HLA-DQA10103-DQB10603 with pseudo-sequence HLA-DQA10103-DQB10603. (2) The peptide sequence is KGKDKWIELKESWGA. The MHC is DRB1_0401 with pseudo-sequence DRB1_0401. The binding affinity (normalized) is 0.0234. (3) The peptide sequence is DLGYAPATPAAPGAG. The MHC is HLA-DPA10103-DPB10402 with pseudo-sequence HLA-DPA10103-DPB10402. The binding affinity (normalized) is 0.163. (4) The peptide sequence is EQKLIEKINAGFKAALAAAA. The MHC is HLA-DQA10102-DQB10602 with pseudo-sequence HLA-DQA10102-DQB10602. The binding affinity (normalized) is 0.883. (5) The peptide sequence is GELQIVDKIFAAFKI. The binding affinity (normalized) is 0.557. The MHC is DRB1_1501 with pseudo-sequence DRB1_1501.